This data is from Catalyst prediction with 721,799 reactions and 888 catalyst types from USPTO. The task is: Predict which catalyst facilitates the given reaction. (1) Reactant: [F:1][C:2]1([F:9])[CH2:5][CH:4]([CH2:6][CH2:7][OH:8])[CH2:3]1.CC(C)=[O:12].OS(O)(=O)=O.O=[Cr](=O)=O. Product: [F:1][C:2]1([F:9])[CH2:5][CH:4]([CH2:6][C:7]([OH:12])=[O:8])[CH2:3]1. The catalyst class is: 21. (2) Reactant: [CH:1]1([NH:7][C:8]2[N:16]=[C:15]([NH:17][C:18]3[CH:23]=[CH:22][C:21]([CH:24]4[CH2:29][CH2:28][NH:27][CH2:26][CH2:25]4)=[CH:20][C:19]=3[O:30][CH3:31])[N:14]=[C:13]3[C:9]=2[N:10]=[CH:11][NH:12]3)[CH2:6][CH2:5][CH2:4][CH2:3][CH2:2]1.CCN(C(C)C)C(C)C.Cl[CH2:42][CH2:43][CH2:44][S:45]([N:48]1[CH2:53][CH2:52][O:51][CH2:50][CH2:49]1)(=[O:47])=[O:46]. Product: [CH:1]1([NH:7][C:8]2[N:16]=[C:15]([NH:17][C:18]3[CH:23]=[CH:22][C:21]([CH:24]4[CH2:29][CH2:28][N:27]([CH2:42][CH2:43][CH2:44][S:45]([N:48]5[CH2:53][CH2:52][O:51][CH2:50][CH2:49]5)(=[O:46])=[O:47])[CH2:26][CH2:25]4)=[CH:20][C:19]=3[O:30][CH3:31])[N:14]=[C:13]3[C:9]=2[N:10]=[CH:11][NH:12]3)[CH2:2][CH2:3][CH2:4][CH2:5][CH2:6]1. The catalyst class is: 3. (3) Reactant: Br[C:2]1[CH:3]=[C:4]([N:9]2[C:21]3[CH:20]=[CH:19][CH:18]=[CH:17][C:16]=3[C:15]3[C:10]2=[CH:11][CH:12]=[CH:13][CH:14]=3)[CH:5]=[C:6](Br)[CH:7]=1.[Cl:22][C:23]1[N:28]=[CH:27][C:26](B(O)O)=[CH:25][N:24]=1.C(=O)([O-])[O-].[Na+].[Na+].[CH2:38]([CH2:41]OC)OC. Product: [CH:20]1[C:21]2[N:9]([C:4]3[CH:3]=[C:2]([C:38]4[CH:41]=[N:28][C:23]([Cl:22])=[N:24][CH:25]=4)[CH:7]=[C:6]([C:26]4[CH:25]=[N:24][C:23]([Cl:22])=[N:28][CH:27]=4)[CH:5]=3)[C:10]3[C:15](=[CH:14][CH:13]=[CH:12][CH:11]=3)[C:16]=2[CH:17]=[CH:18][CH:19]=1. The catalyst class is: 93. (4) Reactant: [CH2:1]([Li])[CH2:2][CH2:3][CH3:4].Br[C:7]1[C:8]2[C:13]([C:14](C3C4C(=CC=CC=4)C(C)=CC=3)=[C:15]3[C:20]=1[CH:19]=[CH:18][CH:17]=[CH:16]3)=[CH:12][CH:11]=[CH:10][CH:9]=2.[B:32](OC)(OC)OC.C(O)(=O)C.[OH:43][C:44]([C:47]([OH:50])([CH3:49])[CH3:48])([CH3:46])[CH3:45].[C:51]1([CH3:57])[CH:56]=[CH:55][CH:54]=[CH:53][CH:52]=1. Product: [CH3:4][C:3]1[C:56]2[C:51](=[CH:52][CH:53]=[CH:54][CH:55]=2)[C:57]([C:7]2[C:20]3[C:15](=[CH:16][CH:17]=[CH:18][CH:19]=3)[C:14]([B:32]3[O:50][C:47]([CH3:49])([CH3:48])[C:44]([CH3:46])([CH3:45])[O:43]3)=[C:13]3[C:12]=2[CH:11]=[CH:10][CH:9]=[CH:8]3)=[CH:1][CH:2]=1. The catalyst class is: 280. (5) Reactant: [NH:1]1[C:9]2[C:4](=[CH:5][CH:6]=[CH:7][CH:8]=2)[C:3](/[CH:10]=[CH:11]/[C:12]2[CH:17]=[CH:16][CH:15]=[CH:14][C:13]=2[NH2:18])=[N:2]1.C(N(CC)CC)C.[F:26][C:27]1[CH:35]=[CH:34][C:30]([C:31](Cl)=[O:32])=[CH:29][CH:28]=1.C(=O)([O-])[O-].[K+].[K+]. Product: [F:26][C:27]1[CH:35]=[CH:34][C:30]([C:31]([NH:18][C:13]2[CH:14]=[CH:15][CH:16]=[CH:17][C:12]=2/[CH:11]=[CH:10]/[C:3]2[C:4]3[C:9](=[CH:8][CH:7]=[CH:6][CH:5]=3)[NH:1][N:2]=2)=[O:32])=[CH:29][CH:28]=1. The catalyst class is: 1.